From a dataset of Reaction yield outcomes from USPTO patents with 853,638 reactions. Predict the reaction yield, written as a fraction of the theoretical maximum amount of product (1.0 means a 100% yield; for example, 0.34 means a 34% yield). (1) The reactants are [C:1]([O:5][C:6]([N:8]1[CH2:13][CH2:12][C@@H:11]([CH3:14])[C@@H:10]([C:15](=O)[NH:16][CH2:17][C:18]2[N:19]=[C:20]3[CH:26]=[CH:25][N:24]([S:27]([C:30]4[CH:36]=[CH:35][C:33]([CH3:34])=[CH:32][CH:31]=4)(=[O:29])=[O:28])[C:21]3=[N:22][CH:23]=2)[CH2:9]1)=[O:7])([CH3:4])([CH3:3])[CH3:2].COC1C=CC(P2(SP(C3C=CC(OC)=CC=3)(=S)S2)=S)=CC=1. The catalyst is O1CCOCC1.FC(F)(F)C([O-])=O.[Hg+2].FC(F)(F)C([O-])=O. The product is [CH3:14][C@@H:11]1[CH2:12][CH2:13][N:8]([C:6]([O:5][C:1]([CH3:3])([CH3:4])[CH3:2])=[O:7])[CH2:9][C@@H:10]1[C:15]1[N:19]2[C:20]3[CH:26]=[CH:25][N:24]([S:27]([C:30]4[CH:31]=[CH:32][C:33]([CH3:34])=[CH:35][CH:36]=4)(=[O:28])=[O:29])[C:21]=3[N:22]=[CH:23][C:18]2=[CH:17][N:16]=1. The yield is 0.790. (2) The reactants are [H-].[Na+].[F:3][C:4]([F:24])([F:23])[C@@H:5]1[CH2:9][CH2:8][CH2:7][N:6]1[C:10]1[CH:11]=[CH:12][C:13]2[N:20]3[CH2:21][C@H:16]([CH2:17][CH2:18][CH2:19]3)[NH:15][C:14]=2[N:22]=1.[N:25]1[CH:30]=[CH:29][CH:28]=[CH:27][C:26]=1[N:31]1C(=O)N2C=CC=CC2=N[C:32]1=[O:42]. The catalyst is O1CCCC1. The yield is 0.358. The product is [N:25]1[CH:30]=[CH:29][CH:28]=[CH:27][C:26]=1[NH:31][C:32]([N:15]1[C@@H:16]2[CH2:21][N:20]([CH2:19][CH2:18][CH2:17]2)[C:13]2[CH:12]=[CH:11][C:10]([N:6]3[CH2:7][CH2:8][CH2:9][C@H:5]3[C:4]([F:3])([F:23])[F:24])=[N:22][C:14]1=2)=[O:42].